Task: Predict the reaction yield, written as a fraction of the theoretical maximum amount of product (1.0 means a 100% yield; for example, 0.34 means a 34% yield).. Dataset: Reaction yield outcomes from USPTO patents with 853,638 reactions The reactants are [CH2:1]([CH2:3][NH2:4])[OH:2].CC(C)([O-])C.[K+].F[C:12]1[CH:17]=[CH:16][C:15]([C:18]2[CH2:19][CH2:20][C:21](=[O:24])[NH:22][N:23]=2)=[CH:14][CH:13]=1.O. The catalyst is CS(C)=O. The product is [NH2:4][CH2:3][CH2:1][O:2][C:12]1[CH:13]=[CH:14][C:15]([C:18]2[CH2:19][CH2:20][C:21](=[O:24])[NH:22][N:23]=2)=[CH:16][CH:17]=1. The yield is 0.340.